Dataset: Peptide-MHC class II binding affinity with 134,281 pairs from IEDB. Task: Regression. Given a peptide amino acid sequence and an MHC pseudo amino acid sequence, predict their binding affinity value. This is MHC class II binding data. (1) The peptide sequence is DRDFIEGVHGGTWVS. The MHC is DRB3_0101 with pseudo-sequence DRB3_0101. The binding affinity (normalized) is 0.158. (2) The peptide sequence is EEAEISGSSARYDVA. The MHC is HLA-DQA10501-DQB10302 with pseudo-sequence HLA-DQA10501-DQB10302. The binding affinity (normalized) is 0.355. (3) The peptide sequence is ETALKKAITAMSE. The MHC is HLA-DQA10101-DQB10501 with pseudo-sequence HLA-DQA10101-DQB10501. The binding affinity (normalized) is 0. (4) The peptide sequence is FGQNTSAIAAAEAQY. The MHC is HLA-DQA10102-DQB10602 with pseudo-sequence HLA-DQA10102-DQB10602. The binding affinity (normalized) is 0.623. (5) The peptide sequence is TNIRQAGVQYSR. The MHC is DRB1_0301 with pseudo-sequence DRB1_0301. The binding affinity (normalized) is 0.436.